From a dataset of Forward reaction prediction with 1.9M reactions from USPTO patents (1976-2016). Predict the product of the given reaction. Given the reactants [C:1]([O:6][CH2:7]Cl)(=[O:5])[CH2:2][CH2:3][CH3:4].[C:9]1([C:33]2[CH:38]=[CH:37][CH:36]=[CH:35][CH:34]=2)[CH:14]=[CH:13][C:12]([CH2:15][C@@H:16]([NH:25]C(OC(C)(C)C)=O)[CH2:17][C@:18]([CH2:23][OH:24])([CH3:22])[C:19]([OH:21])=[O:20])=[CH:11][CH:10]=1.CCN(CC)CC, predict the reaction product. The product is: [C:1]([O:6][CH2:7][O:21][C:19](=[O:20])[C@@:18]([CH2:23][OH:24])([CH3:22])[CH2:17][C@H:16]([NH2:25])[CH2:15][C:12]1[CH:13]=[CH:14][C:9]([C:33]2[CH:38]=[CH:37][CH:36]=[CH:35][CH:34]=2)=[CH:10][CH:11]=1)(=[O:5])[CH2:2][CH2:3][CH3:4].